This data is from Forward reaction prediction with 1.9M reactions from USPTO patents (1976-2016). The task is: Predict the product of the given reaction. (1) Given the reactants [OH:1][CH:2]1[CH2:7][CH2:6][N:5]([C:8](=[O:10])[CH3:9])[CH2:4][CH2:3]1.C(N(CC)CC)C.[CH3:18][S:19](Cl)(=[O:21])=[O:20].O, predict the reaction product. The product is: [CH3:18][S:19]([O:1][CH:2]1[CH2:7][CH2:6][N:5]([C:8](=[O:10])[CH3:9])[CH2:4][CH2:3]1)(=[O:21])=[O:20]. (2) The product is: [C:1]([O:5][C:6](=[O:22])[NH:7][CH:8]([C:9]1[CH:14]=[CH:13][C:12]([O:15][C:16]([F:17])([F:19])[F:18])=[CH:11][CH:10]=1)[C:20]([NH2:21])=[O:24])([CH3:4])([CH3:2])[CH3:3]. Given the reactants [C:1]([O:5][C:6](=[O:22])[NH:7][CH:8]([C:20]#[N:21])[C:9]1[CH:14]=[CH:13][C:12]([O:15][C:16]([F:19])([F:18])[F:17])=[CH:11][CH:10]=1)([CH3:4])([CH3:3])[CH3:2].C(=O)([O-])[O-:24].[K+].[K+].OO.O, predict the reaction product.